This data is from Reaction yield outcomes from USPTO patents with 853,638 reactions. The task is: Predict the reaction yield, written as a fraction of the theoretical maximum amount of product (1.0 means a 100% yield; for example, 0.34 means a 34% yield). The reactants are Br[CH2:2][C:3]([C:5]1[C:10]([CH3:11])=[CH:9][C:8]([O:12][CH2:13][CH2:14][O:15][CH3:16])=[CH:7][C:6]=1[CH3:17])=O.[NH2:18][C:19]([NH2:21])=[S:20]. The catalyst is CCO. The product is [CH3:16][O:15][CH2:14][CH2:13][O:12][C:8]1[CH:9]=[C:10]([CH3:11])[C:5]([C:3]2[N:18]=[C:19]([NH2:21])[S:20][CH:2]=2)=[C:6]([CH3:17])[CH:7]=1. The yield is 0.940.